Dataset: Reaction yield outcomes from USPTO patents with 853,638 reactions. Task: Predict the reaction yield, written as a fraction of the theoretical maximum amount of product (1.0 means a 100% yield; for example, 0.34 means a 34% yield). (1) The reactants are [CH2:1]([O:8][C:9]1[CH:10]=[C:11]([NH2:16])[CH:12]=[CH:13][C:14]=1[F:15])[C:2]1[CH:7]=[CH:6][CH:5]=[CH:4][CH:3]=1.[C:17]([O:23][CH2:24][CH3:25])(=[O:22])[CH2:18][C:19]([CH3:21])=O.O.C([O-])(O)=O.[Na+]. The catalyst is C1CCCCC1.O.C1(C)C=CC(S(O)(=O)=O)=CC=1. The product is [CH2:24]([O:23][C:17](=[O:22])[CH:18]=[C:19]([NH:16][C:11]1[CH:12]=[CH:13][C:14]([F:15])=[C:9]([O:8][CH2:1][C:2]2[CH:3]=[CH:4][CH:5]=[CH:6][CH:7]=2)[CH:10]=1)[CH3:21])[CH3:25]. The yield is 1.00. (2) The reactants are [C:1]1([C:16]2[CH:21]=[CH:20][CH:19]=[CH:18][CH:17]=2)[CH:6]=[CH:5][C:4]([CH:7]([NH:14][CH3:15])[CH2:8][N:9]2[CH2:13][CH2:12][CH2:11][CH2:10]2)=[CH:3][CH:2]=1.[CH3:22][O:23][C:24]1[C:38]([C:39]([F:42])([F:41])[F:40])=[CH:37][C:27]2[N:28]([CH2:33][C:34]([OH:36])=O)[C:29](=[O:32])[CH2:30][O:31][C:26]=2[CH:25]=1.C(N(CC)CC)C.F[P-](F)(F)(F)(F)F.N1(O[P+](N(C)C)(N(C)C)N(C)C)C2C=CC=CC=2N=N1.FC(F)(F)C(O)=O. The catalyst is CN(C)C=O.CC#N.O. The product is [C:1]1([C:16]2[CH:17]=[CH:18][CH:19]=[CH:20][CH:21]=2)[CH:6]=[CH:5][C:4]([CH:7]([N:14]([CH3:15])[C:34](=[O:36])[CH2:33][N:28]2[C:27]3[CH:37]=[C:38]([C:39]([F:42])([F:41])[F:40])[C:24]([O:23][CH3:22])=[CH:25][C:26]=3[O:31][CH2:30][C:29]2=[O:32])[CH2:8][N:9]2[CH2:13][CH2:12][CH2:11][CH2:10]2)=[CH:3][CH:2]=1. The yield is 0.410. (3) The reactants are Br[C:2]1[CH:7]=[CH:6][C:5]([CH2:8][C@@H:9]([NH:14][C:15]([O:17][C:18]([CH3:21])([CH3:20])[CH3:19])=[O:16])[CH2:10][C:11]([OH:13])=[O:12])=[CH:4][CH:3]=1.[Cl:22][C:23]1[CH:24]=[CH:25][C:26]([F:32])=[C:27](B(O)O)[CH:28]=1.C([O-])([O-])=O.[Na+].[Na+].C1COCC1. The catalyst is O.Cl[Pd](Cl)([P](C1C=CC=CC=1)(C1C=CC=CC=1)C1C=CC=CC=1)[P](C1C=CC=CC=1)(C1C=CC=CC=1)C1C=CC=CC=1. The product is [C:18]([O:17][C:15]([NH:14][C@H:9]([CH2:8][C:5]1[CH:6]=[CH:7][C:2]([C:25]2[CH:24]=[C:23]([Cl:22])[CH:28]=[CH:27][C:26]=2[F:32])=[CH:3][CH:4]=1)[CH2:10][C:11]([OH:13])=[O:12])=[O:16])([CH3:21])([CH3:20])[CH3:19]. The yield is 0.940. (4) The reactants are C([O:3][C:4](=[O:42])[CH:5]([OH:41])[CH2:6][NH:7][C:8](=[O:40])[C:9]1[CH:14]=[CH:13][C:12]([CH:15]([NH:28][C:29]([NH:31][C:32]2[CH:37]=[C:36]([Cl:38])[CH:35]=[C:34]([Cl:39])[CH:33]=2)=[O:30])[C:16]2[CH:21]=[CH:20][C:19]([C:22]3[CH2:27][CH2:26][CH2:25][CH2:24][CH:23]=3)=[CH:18][CH:17]=2)=[CH:11][CH:10]=1)C.[OH-].[Na+].Cl. The catalyst is C(O)C.C1COCC1. The product is [C:22]1([C:19]2[CH:18]=[CH:17][C:16]([CH:15]([NH:28][C:29]([NH:31][C:32]3[CH:33]=[C:34]([Cl:39])[CH:35]=[C:36]([Cl:38])[CH:37]=3)=[O:30])[C:12]3[CH:13]=[CH:14][C:9]([C:8]([NH:7][CH2:6][CH:5]([OH:41])[C:4]([OH:42])=[O:3])=[O:40])=[CH:10][CH:11]=3)=[CH:21][CH:20]=2)[CH2:27][CH2:26][CH2:25][CH2:24][CH:23]=1. The yield is 0.790. (5) The reactants are [CH3:1][O:2][C:3]1[CH:4]=[C:5]2[C:10](=[CH:11][C:12]=1[O:13][CH3:14])[N:9]=[CH:8][CH:7]=[C:6]2[O:15][C:16]1[CH:22]=[CH:21][C:19]([NH2:20])=[C:18]([CH3:23])[C:17]=1[CH3:24].C1(C)C=CC=CC=1.C(N(CC)CC)C.Cl[C:40](Cl)([O:42]C(=O)OC(Cl)(Cl)Cl)Cl.[Cl:51][C:52]1[CH:53]=[C:54]([CH:58]=[CH:59][CH:60]=1)[CH:55]([OH:57])[CH3:56]. The catalyst is C(Cl)Cl. The product is [CH3:1][O:2][C:3]1[CH:4]=[C:5]2[C:10](=[CH:11][C:12]=1[O:13][CH3:14])[N:9]=[CH:8][CH:7]=[C:6]2[O:15][C:16]1[CH:22]=[CH:21][C:19]([NH:20][C:40](=[O:42])[O:57][CH:55]([C:54]2[CH:58]=[CH:59][CH:60]=[C:52]([Cl:51])[CH:53]=2)[CH3:56])=[C:18]([CH3:23])[C:17]=1[CH3:24]. The yield is 0.490. (6) The reactants are [F:1][C:2]1[CH:3]=[C:4]([CH:15]=[CH:16][CH:17]=1)[O:5][C:6]1[CH:14]=[CH:13][C:9]([C:10]([OH:12])=O)=[CH:8][CH:7]=1.Cl.[Cl:19][C:20]1[CH:21]=[C:22]2[C:26](=[CH:27][CH:28]=1)[NH:25][CH:24]=[C:23]2[CH2:29][CH2:30][NH2:31].CN(C(ON1N=NC2C=CC=NC1=2)=[N+](C)C)C.F[P-](F)(F)(F)(F)F.C(N(CC)C(C)C)(C)C. The catalyst is CN(C=O)C. The product is [Cl:19][C:20]1[CH:21]=[C:22]2[C:26](=[CH:27][CH:28]=1)[NH:25][CH:24]=[C:23]2[CH2:29][CH2:30][NH:31][C:10](=[O:12])[C:9]1[CH:8]=[CH:7][C:6]([O:5][C:4]2[CH:15]=[CH:16][CH:17]=[C:2]([F:1])[CH:3]=2)=[CH:14][CH:13]=1. The yield is 0.200. (7) The reactants are [Cl:1][C:2]1[NH:6][C:5]2[CH:7]=[C:8]([Cl:14])[C:9]([N+:11]([O-:13])=[O:12])=[CH:10][C:4]=2[N:3]=1.C(N(C(C)C)CC)(C)C.Cl[CH2:25][O:26][CH2:27][CH2:28][O:29][CH3:30]. The catalyst is C1COCC1. The product is [Cl:1][C:2]1[N:6]([CH2:25][O:26][CH2:27][CH2:28][O:29][CH3:30])[C:5]2[CH:7]=[C:8]([Cl:14])[C:9]([N+:11]([O-:13])=[O:12])=[CH:10][C:4]=2[N:3]=1. The yield is 0.830. (8) The reactants are Br[C:2]1[CH:7]=[CH:6][C:5]([CH2:8][O:9][CH:10]([CH3:12])[CH3:11])=[CH:4][CH:3]=1.C([Li])(C)(C)C.CCCCC.C([Sn](Cl)(CCCC)CCCC)CCC.[CH3:37][Si:38]([CH3:54])([CH3:53])[CH2:39][CH2:40][O:41][C:42](=[O:52])[NH:43][C:44]1[CH:49]=[CH:48][C:47]([CH2:50]Cl)=[CH:46][CH:45]=1. The catalyst is O1CCCC1.C1C=CC([P]([Pd]([P](C2C=CC=CC=2)(C2C=CC=CC=2)C2C=CC=CC=2)([P](C2C=CC=CC=2)(C2C=CC=CC=2)C2C=CC=CC=2)[P](C2C=CC=CC=2)(C2C=CC=CC=2)C2C=CC=CC=2)(C2C=CC=CC=2)C2C=CC=CC=2)=CC=1.CN(C)P(N(C)C)(N(C)C)=O. The product is [CH3:53][Si:38]([CH3:37])([CH3:54])[CH2:39][CH2:40][O:41][C:42](=[O:52])[NH:43][C:44]1[CH:45]=[CH:46][C:47]([CH2:50][C:2]2[CH:7]=[CH:6][C:5]([CH2:8][O:9][CH:10]([CH3:12])[CH3:11])=[CH:4][CH:3]=2)=[CH:48][CH:49]=1. The yield is 0.260. (9) The reactants are [CH2:1]1[C:7]2[CH:8]=[CH:9][C:10]([O:12][C:13]3[CH:21]=[CH:20][C:16]([C:17]([NH2:19])=[O:18])=[CH:15][N:14]=3)=[CH:11][C:6]=2[CH2:5][CH2:4][CH2:3][NH:2]1.C([O-])([O-])=O.[K+].[K+].[CH2:28](Br)[CH2:29][C:30]1[CH:35]=[CH:34][CH:33]=[CH:32][CH:31]=1. The catalyst is CN(C=O)C. The product is [CH2:28]([N:2]1[CH2:3][CH2:4][CH2:5][C:6]2[CH:11]=[C:10]([O:12][C:13]3[CH:21]=[CH:20][C:16]([C:17]([NH2:19])=[O:18])=[CH:15][N:14]=3)[CH:9]=[CH:8][C:7]=2[CH2:1]1)[CH2:29][C:30]1[CH:35]=[CH:34][CH:33]=[CH:32][CH:31]=1. The yield is 0.270.